This data is from Reaction yield outcomes from USPTO patents with 853,638 reactions. The task is: Predict the reaction yield, written as a fraction of the theoretical maximum amount of product (1.0 means a 100% yield; for example, 0.34 means a 34% yield). The reactants are [CH2:1]([O:3][C:4]([C:6]1[C:10]([N+:11]([O-])=O)=[CH:9][NH:8][N:7]=1)=[O:5])[CH3:2]. The catalyst is CCO.[Pd]. The product is [CH2:1]([O:3][C:4]([C:6]1[C:10]([NH2:11])=[CH:9][NH:8][N:7]=1)=[O:5])[CH3:2]. The yield is 0.980.